This data is from NCI-60 drug combinations with 297,098 pairs across 59 cell lines. The task is: Regression. Given two drug SMILES strings and cell line genomic features, predict the synergy score measuring deviation from expected non-interaction effect. (1) Drug 1: CC=C1C(=O)NC(C(=O)OC2CC(=O)NC(C(=O)NC(CSSCCC=C2)C(=O)N1)C(C)C)C(C)C. Drug 2: C1C(C(OC1N2C=NC(=NC2=O)N)CO)O. Cell line: MOLT-4. Synergy scores: CSS=84.7, Synergy_ZIP=-0.887, Synergy_Bliss=-1.04, Synergy_Loewe=0.994, Synergy_HSA=2.78. (2) Drug 1: C1CC(=O)NC(=O)C1N2CC3=C(C2=O)C=CC=C3N. Drug 2: CCC1=CC2CC(C3=C(CN(C2)C1)C4=CC=CC=C4N3)(C5=C(C=C6C(=C5)C78CCN9C7C(C=CC9)(C(C(C8N6C)(C(=O)OC)O)OC(=O)C)CC)OC)C(=O)OC.C(C(C(=O)O)O)(C(=O)O)O. Cell line: ACHN. Synergy scores: CSS=27.4, Synergy_ZIP=0.435, Synergy_Bliss=2.48, Synergy_Loewe=-2.15, Synergy_HSA=3.92. (3) Drug 1: C(CN)CNCCSP(=O)(O)O. Drug 2: C1C(C(OC1N2C=NC3=C2NC=NCC3O)CO)O. Cell line: SW-620. Synergy scores: CSS=0.423, Synergy_ZIP=1.26, Synergy_Bliss=0.582, Synergy_Loewe=1.09, Synergy_HSA=-0.678. (4) Drug 1: C1CN1C2=NC(=NC(=N2)N3CC3)N4CC4. Drug 2: C1C(C(OC1N2C=NC3=C2NC=NCC3O)CO)O. Cell line: SR. Synergy scores: CSS=63.6, Synergy_ZIP=0.365, Synergy_Bliss=0.444, Synergy_Loewe=-13.5, Synergy_HSA=0.111. (5) Drug 1: C1=CC(=CC=C1C#N)C(C2=CC=C(C=C2)C#N)N3C=NC=N3. Drug 2: C1=NC(=NC(=O)N1C2C(C(C(O2)CO)O)O)N. Cell line: SNB-75. Synergy scores: CSS=4.54, Synergy_ZIP=-1.10, Synergy_Bliss=0.960, Synergy_Loewe=-1.48, Synergy_HSA=-1.73. (6) Drug 1: C1CCN(CC1)CCOC2=CC=C(C=C2)C(=O)C3=C(SC4=C3C=CC(=C4)O)C5=CC=C(C=C5)O. Drug 2: C1=CN(C(=O)N=C1N)C2C(C(C(O2)CO)O)O.Cl. Cell line: UO-31. Synergy scores: CSS=21.1, Synergy_ZIP=-3.06, Synergy_Bliss=1.22, Synergy_Loewe=-7.05, Synergy_HSA=2.53.